Dataset: Full USPTO retrosynthesis dataset with 1.9M reactions from patents (1976-2016). Task: Predict the reactants needed to synthesize the given product. (1) Given the product [CH2:34]([N:13]([O:14][C:15]1[N:20]=[CH:19][C:18]2[N:21]=[C:22]([C:24]([F:26])([F:27])[F:25])[S:23][C:17]=2[CH:16]=1)[C:11]([NH:10][C:7]([C:2]1[CH:3]=[CH:4][CH:5]=[CH:6][N:1]=1)([CH3:8])[CH3:9])=[O:12])[CH3:35], predict the reactants needed to synthesize it. The reactants are: [N:1]1[CH:6]=[CH:5][CH:4]=[CH:3][C:2]=1[C:7]([NH:10][C:11]([NH:13][O:14][C:15]1[N:20]=[CH:19][C:18]2[N:21]=[C:22]([C:24]([F:27])([F:26])[F:25])[S:23][C:17]=2[CH:16]=1)=[O:12])([CH3:9])[CH3:8].C(=O)([O-])[O-].[K+].[K+].[CH2:34](I)[CH3:35].C(OCC)(=O)C. (2) Given the product [Cl:1][C:2]1[C:3]([C:26]2[CH:31]=[CH:30][C:29]([O:32][CH3:33])=[CH:28][CH:27]=2)=[C:4]2[C:18]3[CH2:19][CH2:20][C@H:21]([C:23]([NH2:36])=[O:25])[CH2:22][C:17]=3[S:16][C:5]2=[N:6][C:7]=1[CH2:8][N:9]1[C:13](=[O:14])[CH2:12][O:11][C:10]1=[O:15], predict the reactants needed to synthesize it. The reactants are: [Cl:1][C:2]1[C:3]([C:26]2[CH:31]=[CH:30][C:29]([O:32][CH3:33])=[CH:28][CH:27]=2)=[C:4]2[C:18]3[CH2:19][CH2:20][C@H:21]([C:23]([OH:25])=O)[CH2:22][C:17]=3[S:16][C:5]2=[N:6][C:7]=1[CH2:8][N:9]1[C:13](=[O:14])[CH2:12][O:11][C:10]1=[O:15].[NH4+].O[N:36]1C2C=CC=CC=2N=N1.CCN=C=NCCCN(C)C.CN(C=O)C.